The task is: Predict the reactants needed to synthesize the given product.. This data is from Full USPTO retrosynthesis dataset with 1.9M reactions from patents (1976-2016). Given the product [CH2:1]([O:3][C:4]([O:6][CH2:7][C@H:8]1[O:37][C@@H:12]([O:13][C:14]2[CH:19]=[CH:18][CH:17]=[CH:16][C:15]=2[CH2:20][C:21]2[CH:22]=[CH:23][C:24]([CH2:27][CH2:28][OH:29])=[CH:25][CH:26]=2)[C@H:11]([OH:38])[C@@H:10]([OH:39])[C@@H:9]1[OH:40])=[O:5])[CH3:2], predict the reactants needed to synthesize it. The reactants are: [CH2:1]([O:3][C:4]([O:6][CH2:7][C@H:8]1[O:37][C@@H:12]([O:13][C:14]2[CH:19]=[CH:18][CH:17]=[CH:16][C:15]=2[CH2:20][C:21]2[CH:26]=[CH:25][C:24]([CH2:27][CH2:28][O:29]CC3C=CC=CC=3)=[CH:23][CH:22]=2)[C@H:11]([OH:38])[C@@H:10]([OH:39])[C@@H:9]1[OH:40])=[O:5])[CH3:2].